Dataset: Experimentally validated miRNA-target interactions with 360,000+ pairs, plus equal number of negative samples. Task: Binary Classification. Given a miRNA mature sequence and a target amino acid sequence, predict their likelihood of interaction. (1) The miRNA is hsa-miR-206 with sequence UGGAAUGUAAGGAAGUGUGUGG. The protein sequence of the target gene is MSSGLRAADFPRWKRHIAEELRRRDRLQRQAFEEIILQYTKLLEKSDLHSVLTQKLQAEKHDMPNRHEISPGHDGAWNDSQLQEMAQLRIKHQEELTELHKKRGELAQLVIDLNNQMQQKDKEIQMNEAKISEYLQTISDLETNCLDLRTKLQDLEVANQTLKDEYDALQITFTALEEKLRKTTEENQELVTRWMAEKAQEANRLNAENEKDSRRRQARLQKELAEAAKEPLPVEQDDDIEVIVDETSDHTEETSPVRAVSRAATKRLSQPAGGLLDSITNIFGRRSVSSIPVPQDIMDT.... Result: 0 (no interaction). (2) The miRNA is hsa-miR-4478 with sequence GAGGCUGAGCUGAGGAG. The protein sequence of the target gene is MEEPQAGDAARFSCPPNFTAKPPASESPRFSLEALTGPDTELWLIQAPADFAPECFNGRHVPLSGSQIVKGKLAGKRHRYRVLSSCPQAGEATLLAPSTEAGGGLTCASAPQGTLRILEGPQQSLSGSPLQPIPASPPPQIPPGLRPRFCAFGGNPPVTGPRSALAPNLLTSGKKKKEMQVTEAPVTQEAVNGHGALEVDMALGSPEMDVRKKKKKKNQQLKEPEAAGPVGTEPTVETLEPLGVLFPSTTKKRKKPKGKETFEPEDKTVKQEQINTEPLEDTVLSPTKKRKRQKGTEGME.... Result: 1 (interaction). (3) The miRNA is hsa-miR-4686 with sequence UAUCUGCUGGGCUUUCUGGUGUU. The protein sequence of the target gene is MGSRASTLLRDEELEEIKKETGFSHSQITRLYSRFTSLDKGENGTLSREDFQRIPELAINPLGDRIINAFFPEGEDQVNFRGFMRTLAHFRPIEDNEKSKDVNGPEPLNSRSNKLHFAFRLYDLDKDEKISRDELLQVLRMMVGVNISDEQLGSIADRTIQEADQDGDSAISFTEFVKVLEKVDVEQKMSIRFLH. Result: 0 (no interaction). (4) The miRNA is hsa-miR-7158-3p with sequence CUGAACUAGAGAUUGGGCCCA. The protein sequence of the target gene is MEFPGGNDNYLTITGPSHPFLSGAETFHTPSLGDEEFEIPPISLDSDPSLAVSDVVGHFDDLADPSSSQDGSFSAQYGVQTLDMPVGMTHGLMEQGGGLLSGGLTMDLDHSIGTQYSANPPVTIDVPMTDMTSGLMGHSQLTTIDQSELSSQLGLSLGGGTILPPAQSPEDRLSTTPSPTSSLHEDGVEDFRRQLPSQKTVVVEAGKKQKAPKKRKKKDPNEPQKPVSAYALFFRDTQAAIKGQNPNATFGEVSKIVASMWDSLGEEQKQVYKRKTEAAKKEYLKALAAYKDNQECQATV.... Result: 1 (interaction). (5) Result: 1 (interaction). The protein sequence of the target gene is MAAAAPAAAASPEAPAVSGSADPETGDEDSREVRVLQSLRGRIYEAKNLLPYLGPNKMRDCFCTINLDQEEVYRTQVVEKSLSPYFSEEFYFEIPRTFQYLSFYVYDKNVLQRDLRIGKVAIKKEDLCSHSGKETWFSLQPIDSNSEVQGKVHLELRLNELITENGTVCQQLVVHIKACHGLPLINGQSCDPYATVSLVGPSRNDQKKTKVKKKTSNPQFNEVFYFEVTRSSSYSRKSQFQVEEEDIEKLEIRIDLWNNENLVQDVFLGEIKVPVNVLRSDSFHQAWYLLQPRDNGNKSS.... The miRNA is mmu-miR-466e-3p with sequence UAUACAUACACGCACACAUAAGA.